Dataset: Forward reaction prediction with 1.9M reactions from USPTO patents (1976-2016). Task: Predict the product of the given reaction. (1) Given the reactants [C:1]([O:5][C:6]([CH:8]1[CH2:13][CH2:12][N:11]([C:14]2[C:24]([C:25]#[N:26])=[CH:23][C:17]([C:18]([O:20]CC)=[O:19])=[C:16]([CH2:27][N:28]3[CH2:33][CH2:32][CH2:31][CH2:30][C:29]3=[O:34])[N:15]=2)[CH2:10][CH2:9]1)=[O:7])([CH3:4])([CH3:3])[CH3:2].[OH-].[Na+], predict the reaction product. The product is: [C:1]([O:5][C:6]([CH:8]1[CH2:9][CH2:10][N:11]([C:14]2[C:24]([C:25]#[N:26])=[CH:23][C:17]([C:18]([OH:20])=[O:19])=[C:16]([CH2:27][N:28]3[CH2:33][CH2:32][CH2:31][CH2:30][C:29]3=[O:34])[N:15]=2)[CH2:12][CH2:13]1)=[O:7])([CH3:4])([CH3:2])[CH3:3]. (2) Given the reactants Br[C:2]1[CH:3]=[C:4]([NH:13][CH2:14][C:15]2[C:20]([CH3:21])=[CH:19][CH:18]=[CH:17][C:16]=2[CH3:22])[C:5]2[N:6]([C:8]([CH3:12])=[C:9]([CH3:11])[N:10]=2)[CH:7]=1.[OH:23][C:24]1[C:29]([CH3:30])=[CH:28][CH:27]=[CH:26][N:25]=1.C(=O)([O-])[O-].[K+].[K+].[ClH:37], predict the reaction product. The product is: [ClH:37].[CH3:22][C:16]1[CH:17]=[CH:18][CH:19]=[C:20]([CH3:21])[C:15]=1[CH2:14][NH:13][C:4]1[C:5]2[N:6]([C:8]([CH3:12])=[C:9]([CH3:11])[N:10]=2)[CH:7]=[C:2]([N:25]2[CH:26]=[CH:27][CH:28]=[C:29]([CH3:30])[C:24]2=[O:23])[CH:3]=1. (3) Given the reactants [Cl:1][C:2]1[CH:7]=[CH:6][C:5]([C:8]([CH3:24])([CH3:23])[CH2:9][O:10][C:11]2[CH:16]=[CH:15][N:14]=[C:13]([NH:17][NH2:18])[C:12]=2[C:19]([F:22])([F:21])[F:20])=[CH:4][CH:3]=1.[F:25][C:26]([F:32])([F:31])[CH2:27][C:28](Cl)=O, predict the reaction product. The product is: [Cl:1][C:2]1[CH:3]=[CH:4][C:5]([C:8]([CH3:24])([CH3:23])[CH2:9][O:10][C:11]2[CH:16]=[CH:15][N:14]3[C:28]([CH2:27][C:26]([F:32])([F:31])[F:25])=[N:18][N:17]=[C:13]3[C:12]=2[C:19]([F:22])([F:20])[F:21])=[CH:6][CH:7]=1. (4) Given the reactants [CH3:1][N:2]([CH2:13][CH:14]1[CH2:18][CH2:17][N:16]([CH3:19])[CH2:15]1)[C:3]1[O:4][C:5]2[CH:11]=[CH:10][C:9]([NH2:12])=[CH:8][C:6]=2[N:7]=1.[F:20][C:21]([F:34])([F:33])[C:22]1[CH:27]=[CH:26][C:25]([CH:28]=[CH:29][C:30](O)=[O:31])=[CH:24][CH:23]=1.CN(C(ON1N=NC2C=CC=NC1=2)=[N+](C)C)C.F[P-](F)(F)(F)(F)F, predict the reaction product. The product is: [CH3:1][N:2]([CH2:13][CH:14]1[CH2:18][CH2:17][N:16]([CH3:19])[CH2:15]1)[C:3]1[O:4][C:5]2[CH:11]=[CH:10][C:9]([NH:12][C:30](=[O:31])[CH:29]=[CH:28][C:25]3[CH:24]=[CH:23][C:22]([C:21]([F:33])([F:34])[F:20])=[CH:27][CH:26]=3)=[CH:8][C:6]=2[N:7]=1. (5) Given the reactants [C:1]1([S:7]([N:10]2[C:18]3[C:13](=[C:14]([O:19][CH2:20][CH2:21][N:22]=[N+]=[N-])[CH:15]=[CH:16][CH:17]=3)[CH:12]=[CH:11]2)(=[O:9])=[O:8])[CH:6]=[CH:5][CH:4]=[CH:3][CH:2]=1.C1(P(C2C=CC=CC=2)C2C=CC=CC=2)C=CC=CC=1, predict the reaction product. The product is: [C:1]1([S:7]([N:10]2[C:18]3[C:13](=[C:14]([O:19][CH2:20][CH2:21][NH2:22])[CH:15]=[CH:16][CH:17]=3)[CH:12]=[CH:11]2)(=[O:9])=[O:8])[CH:2]=[CH:3][CH:4]=[CH:5][CH:6]=1. (6) Given the reactants [C:1]([C:3]1[CH:8]=[CH:7][C:6]([NH:9][CH2:10][CH2:11][N:12]([CH2:22][CH:23]2[CH2:28][CH2:27][CH2:26][CH2:25][CH2:24]2)[S:13]([C:16]2[CH:21]=[CH:20][CH:19]=[CH:18][N:17]=2)(=[O:15])=[O:14])=[CH:5][CH:4]=1)#[N:2].ClCC1NC=NC=1.Cl.[H-].[Na+].Cl[CH2:40][C:41]1[N:45]([CH3:46])[CH:44]=[N:43][CH:42]=1, predict the reaction product. The product is: [NH2:9][CH2:10][CH2:11][N:12]([CH2:22][CH:23]1[CH2:28][CH2:27][CH2:26][CH2:25][CH2:24]1)[S:13]([C:16]1[CH:21]=[CH:20][CH:19]=[CH:18][N:17]=1)(=[O:15])=[O:14].[C:1]([C:3]1[CH:4]=[CH:5][C:6]([N:9]([CH2:40][C:41]2[N:45]([CH3:46])[CH:44]=[N:43][CH:42]=2)[CH2:10][CH2:11][N:12]([CH2:22][CH:23]2[CH2:28][CH2:27][CH2:26][CH2:25][CH2:24]2)[S:13]([C:16]2[CH:21]=[CH:20][CH:19]=[CH:18][N:17]=2)(=[O:15])=[O:14])=[CH:7][CH:8]=1)#[N:2]. (7) Given the reactants [Cl:1][C:2]1[C:7]([CH2:8][CH2:9][N:10]2C(=O)C3C(=CC=CC=3)C2=O)=[C:6]([NH:21][C@@H:22]2[C:30]3[C:25](=[CH:26][CH:27]=[CH:28][CH:29]=3)[CH2:24][CH2:23]2)N=[CH:4][N:3]=1.O.NN.[CH2:34](O)C, predict the reaction product. The product is: [NH2:10][CH2:9][CH2:8][C:7]1[C:6]([NH:21][C@@H:22]2[C:30]3[C:25](=[CH:26][CH:27]=[CH:28][CH:29]=3)[CH2:24][CH2:23]2)=[CH:34][CH:4]=[N:3][C:2]=1[Cl:1]. (8) The product is: [Cl:17][C:18]1[CH:19]=[C:20]([C:2]2[C:7]([O:8][CH2:9][C:10]([F:13])([F:12])[F:11])=[N:6][CH:5]=[C:4]([CH:3]=2)[C:14]([OH:16])=[O:15])[CH:21]=[CH:22][C:23]=1[F:24]. Given the reactants Br[C:2]1[CH:3]=[C:4]([C:14]([OH:16])=[O:15])[CH:5]=[N:6][C:7]=1[O:8][CH2:9][C:10]([F:13])([F:12])[F:11].[Cl:17][C:18]1[CH:19]=[C:20](B(O)O)[CH:21]=[CH:22][C:23]=1[F:24].C([O-])([O-])=O.[Na+].[Na+].Cl, predict the reaction product. (9) Given the reactants [C:1]([O:5][C:6](=[O:40])[NH:7][C@H:8]([C:34]1[CH:39]=[CH:38][CH:37]=[CH:36][CH:35]=1)[CH2:9][N:10]1[C:15](=[O:16])[C:14]([N:17]2[CH2:22][CH2:21][NH:20][CH2:19][C:18]2=[O:23])=[CH:13][N:12]([CH2:24][C:25]2[C:30]([F:31])=[CH:29][CH:28]=[CH:27][C:26]=2[F:32])[C:11]1=[O:33])([CH3:4])([CH3:3])[CH3:2].C(=O)([O-])[O-].[K+].[K+].[CH2:47](Br)[C:48]1[CH:53]=[CH:52][CH:51]=[CH:50][CH:49]=1, predict the reaction product. The product is: [C:1]([O:5][C:6](=[O:40])[NH:7][C@H:8]([C:34]1[CH:35]=[CH:36][CH:37]=[CH:38][CH:39]=1)[CH2:9][N:10]1[C:15](=[O:16])[C:14]([N:17]2[CH2:22][CH2:21][N:20]([CH2:47][C:48]3[CH:53]=[CH:52][CH:51]=[CH:50][CH:49]=3)[CH2:19][C:18]2=[O:23])=[CH:13][N:12]([CH2:24][C:25]2[C:26]([F:32])=[CH:27][CH:28]=[CH:29][C:30]=2[F:31])[C:11]1=[O:33])([CH3:4])([CH3:2])[CH3:3]. (10) Given the reactants [NH2:1][C:2]1[N:7]=[C:6]([C:8]2[CH:15]=[CH:14][C:11]([C:12]#[N:13])=[C:10](F)[CH:9]=2)[CH:5]=[C:4]([N:17]2[CH2:20][CH2:19][CH2:18]2)[N:3]=1.O.[NH2:22][NH2:23], predict the reaction product. The product is: [NH2:1][C:2]1[N:7]=[C:6]([C:8]2[CH:9]=[C:10]3[C:11]([C:12]([NH2:13])=[N:22][NH:23]3)=[CH:14][CH:15]=2)[CH:5]=[C:4]([N:17]2[CH2:20][CH2:19][CH2:18]2)[N:3]=1.